This data is from Full USPTO retrosynthesis dataset with 1.9M reactions from patents (1976-2016). The task is: Predict the reactants needed to synthesize the given product. (1) Given the product [CH2:2]([N+:4]([O-:5])=[CH:13][C:12]1[C:7]([CH3:6])=[CH:8][C:9]([S:19]([OH:22])(=[O:20])=[O:21])=[CH:10][C:11]=1[S:15]([OH:18])(=[O:17])=[O:16])[CH3:3], predict the reactants needed to synthesize it. The reactants are: Cl.[CH2:2]([NH:4][OH:5])[CH3:3].[CH3:6][C:7]1[C:12]([CH:13]=O)=[C:11]([S:15]([OH:18])(=[O:17])=[O:16])[CH:10]=[C:9]([S:19]([OH:22])(=[O:21])=[O:20])[CH:8]=1. (2) Given the product [Cl:1][C:2]1[CH:3]=[CH:4][C:5]2[N:11]3[CH2:12][C@H:8]([CH2:9][CH2:10]3)[N:7]([C:22]([NH:21][C:25]3[CH:30]=[CH:29][C:28]([F:31])=[CH:27][N:26]=3)=[O:23])[C:6]=2[N:13]=1, predict the reactants needed to synthesize it. The reactants are: [Cl:1][C:2]1[CH:3]=[CH:4][C:5]2[N:11]3[CH2:12][C@H:8]([CH2:9][CH2:10]3)[NH:7][C:6]=2[N:13]=1.ClC1C=CC([N:21]([C:25]2[CH:30]=[CH:29][C:28]([F:31])=[CH:27][N:26]=2)[C:22](=O)[O-:23])=CC=1. (3) Given the product [CH3:1][S:2]([CH2:5][CH2:6][C@H:7]1[CH2:12][CH2:11][C@H:10]([NH:13][C:14](=[O:20])[O:15][C:16]([CH3:18])([CH3:17])[CH3:19])[CH2:9][CH2:8]1)(=[O:3])=[O:4], predict the reactants needed to synthesize it. The reactants are: [CH3:1][S:2]([CH:5]=[CH:6][C@H:7]1[CH2:12][CH2:11][C@H:10]([NH:13][C:14](=[O:20])[O:15][C:16]([CH3:19])([CH3:18])[CH3:17])[CH2:9][CH2:8]1)(=[O:4])=[O:3]. (4) Given the product [OH:15][C:14]1[N:16]=[C:3]([C:2]([F:12])([F:11])[F:1])[C:4]([C:5]([O:7][CH2:8][CH3:9])=[O:6])=[CH:17][N:13]=1, predict the reactants needed to synthesize it. The reactants are: [F:1][C:2]([F:12])([F:11])[C:3](=O)[CH2:4][C:5]([O:7][CH2:8][CH3:9])=[O:6].[NH2:13][C:14]([NH2:16])=[O:15].[CH:17]([O-])([O-])OCC. (5) Given the product [CH3:1][N:2]([CH2:4][C:5]1[CH:22]=[CH:21][C:8]([CH:9]2[CH:30]([C:29]3[CH:32]=[CH:33][C:26]([CH:23]([CH3:25])[CH3:24])=[CH:27][CH:28]=3)[C:35](=[O:34])[C:36]3[C:16]([C:15]([O:14][CH2:13][CH3:12])=[O:20])=[CH:17][CH:18]=[CH:19][C:11]=3[NH:10]2)=[CH:7][CH:6]=1)[CH3:3], predict the reactants needed to synthesize it. The reactants are: [CH3:1][N:2]([CH2:4][C:5]1[CH:22]=[CH:21][C:8](/[CH:9]=[N:10]/[C:11]2[CH:19]=[CH:18][CH:17]=[C:16]3[C:12]=2[CH2:13][O:14][C:15]3=[O:20])=[CH:7][CH:6]=1)[CH3:3].[CH:23]([C:26]1[CH:33]=[CH:32][C:29]([CH:30]=O)=[CH:28][CH:27]=1)([CH3:25])[CH3:24].[O-:34][CH2:35][CH3:36].[Na+].C(O)C. (6) Given the product [Cl:6][C:7]1[C:15]([C:16]([O:18][CH3:19])=[O:17])=[CH:14][CH:13]=[C:12]2[C:8]=1[C:9]([CH:26]=[O:27])=[CH:10][NH:11]2, predict the reactants needed to synthesize it. The reactants are: P(Cl)(Cl)(Cl)=O.[Cl:6][C:7]1[C:15]([C:16]([O:18][CH3:19])=[O:17])=[CH:14][CH:13]=[C:12]2[C:8]=1[CH:9]=[CH:10][NH:11]2.[OH-].[Na+].Cl.CN([CH:26]=[O:27])C. (7) Given the product [OH:32][CH2:31][C@H:12]1[O:11][C@@:10]2([CH2:48][CH2:47][C:46]3[C:41](=[CH:42][CH:43]=[C:44]([OH:49])[CH:45]=3)[O:40]2)[C@@H:9]([OH:8])[C@@H:14]([OH:15])[C@@H:13]1[OH:23], predict the reactants needed to synthesize it. The reactants are: C([O:8][C@H:9]1[C@@H:14]([O:15]CC2C=CC=CC=2)[C@H:13]([O:23]CC2C=CC=CC=2)[C@@H:12]([CH2:31][O:32]CC2C=CC=CC=2)[O:11][C@:10]21[CH2:48][CH2:47][C:46]1[C:41](=[CH:42][CH:43]=[C:44]([O:49]CC3C=CC=CC=3)[CH:45]=1)[O:40]2)C1C=CC=CC=1.C(O)(=O)C.O1CCOCC1. (8) Given the product [Cl:23][C:18]1[CH:17]=[C:16]([C:12]23[CH2:2][CH:13]2[C:14](=[O:15])[N:10]([CH3:9])[C:11]3=[O:24])[CH:21]=[CH:20][C:19]=1[F:22], predict the reactants needed to synthesize it. The reactants are: [Cl-].[CH3:2][S+](C)(C)=O.[H-].[Na+].[CH3:9][N:10]1[C:14](=[O:15])[CH:13]=[C:12]([C:16]2[CH:21]=[CH:20][C:19]([F:22])=[C:18]([Cl:23])[CH:17]=2)[C:11]1=[O:24]. (9) Given the product [CH3:13][C:12]([CH3:15])([S@@:10]([NH:9][C@@H:8]([C:16]1[CH:21]=[CH:20][C:19]([F:22])=[CH:18][CH:17]=1)[C:5]1[CH:6]=[CH:7][C:2]([P:24]([CH3:23])(=[O:28])[O:25][CH2:26][CH3:27])=[CH:3][CH:4]=1)=[O:11])[CH3:14], predict the reactants needed to synthesize it. The reactants are: Br[C:2]1[CH:7]=[CH:6][C:5]([C@H:8]([C:16]2[CH:21]=[CH:20][C:19]([F:22])=[CH:18][CH:17]=2)[NH:9][S@:10]([C:12]([CH3:15])([CH3:14])[CH3:13])=[O:11])=[CH:4][CH:3]=1.[CH3:23][PH:24]([O-])([O-:28])[O:25][CH2:26][CH3:27].CCN(CC)CC. (10) Given the product [CH2:11]([C:6]1[C:7]([CH2:9][CH3:10])=[CH:8][C:3]([CH2:1][CH3:2])=[C:4]([CH2:13][CH3:14])[C:5]=1[CH:19]=[O:20])[CH3:12], predict the reactants needed to synthesize it. The reactants are: [CH2:1]([C:3]1[CH:8]=[C:7]([CH2:9][CH3:10])[C:6]([CH2:11][CH3:12])=[CH:5][C:4]=1[CH2:13][CH3:14])[CH3:2].[Cl-].[Al+3].[Cl-].[Cl-].[CH3:19][O:20]C(Cl)Cl.O.